Task: Predict the product of the given reaction.. Dataset: Forward reaction prediction with 1.9M reactions from USPTO patents (1976-2016) (1) Given the reactants C(OC(=O)[NH:7][CH:8]1[CH2:13][CH2:12][N:11]([C:14]2[CH:19]=[C:18]([C:20]#[N:21])[CH:17]=[C:16]([NH:22][C:23]3[N:28]=[C:27]([N:29]([CH:39]4[CH2:41][CH2:40]4)CC4C=CC(OC)=CC=4)[C:26]4=[N:42][CH:43]=[C:44]([C:45]#[N:46])[N:25]4[N:24]=3)[C:15]=2[Cl:47])[CH2:10][CH2:9]1)(C)(C)C.C1(OC)C=CC=CC=1.FC(F)(F)C(O)=O, predict the reaction product. The product is: [NH2:7][CH:8]1[CH2:9][CH2:10][N:11]([C:14]2[C:15]([Cl:47])=[C:16]([NH:22][C:23]3[N:28]=[C:27]([NH:29][CH:39]4[CH2:41][CH2:40]4)[C:26]4=[N:42][CH:43]=[C:44]([C:45]#[N:46])[N:25]4[N:24]=3)[CH:17]=[C:18]([C:20]#[N:21])[CH:19]=2)[CH2:12][CH2:13]1. (2) Given the reactants [CH2:1]([O:4][CH2:5][CH2:6][C:7]1[CH:21]=[CH:20][C:10]([CH2:11][C:12]2[CH:17]=[C:16](Br)[CH:15]=[CH:14][C:13]=2[Cl:19])=[CH:9][CH:8]=1)[CH:2]=[CH2:3].[CH2:22]([O:29][C@@H:30]1[C@@H:35]([O:36][CH2:37][C:38]2[CH:43]=[CH:42][CH:41]=[CH:40][CH:39]=2)[C@H:34]([O:44][CH2:45][C:46]2[CH:51]=[CH:50][CH:49]=[CH:48][CH:47]=2)[C@@H:33]([CH2:52][O:53][CH2:54][C:55]2[CH:60]=[CH:59][CH:58]=[CH:57][CH:56]=2)[O:32][C:31]1=[O:61])[C:23]1[CH:28]=[CH:27][CH:26]=[CH:25][CH:24]=1.[CH2:62]([Li])CCC.CS(O)(=O)=O.C(=O)(O)[O-].[Na+], predict the reaction product. The product is: [CH2:1]([O:4][CH2:5][CH2:6][C:7]1[CH:21]=[CH:20][C:10]([CH2:11][C:12]2[CH:17]=[C:16]([C@@:31]3([O:61][CH3:62])[C@H:30]([O:29][CH2:22][C:23]4[CH:28]=[CH:27][CH:26]=[CH:25][CH:24]=4)[C@@H:35]([O:36][CH2:37][C:38]4[CH:43]=[CH:42][CH:41]=[CH:40][CH:39]=4)[C@H:34]([O:44][CH2:45][C:46]4[CH:47]=[CH:48][CH:49]=[CH:50][CH:51]=4)[C@@H:33]([CH2:52][O:53][CH2:54][C:55]4[CH:56]=[CH:57][CH:58]=[CH:59][CH:60]=4)[O:32]3)[CH:15]=[CH:14][C:13]=2[Cl:19])=[CH:9][CH:8]=1)[CH:2]=[CH2:3]. (3) Given the reactants Cl[C:2]1[C:3](=[O:15])[N:4](C2CCCCO2)[N:5]=[CH:6][C:7]=1Cl.[CH3:16][C:17]1[CH:22]=[CH:21][CH:20]=[CH:19][C:18]=1[OH:23].C[O:25][C:26](=[O:35])[CH:27](Br)[CH2:28][CH:29]1[CH2:33][CH2:32][CH2:31][CH2:30]1, predict the reaction product. The product is: [CH:29]1([CH2:28][CH:27]([N:4]2[C:3](=[O:15])[CH:2]=[C:7]([O:23][C:18]3[CH:19]=[CH:20][CH:21]=[CH:22][C:17]=3[CH3:16])[CH:6]=[N:5]2)[C:26]([OH:25])=[O:35])[CH2:33][CH2:32][CH2:31][CH2:30]1.